Dataset: Forward reaction prediction with 1.9M reactions from USPTO patents (1976-2016). Task: Predict the product of the given reaction. (1) Given the reactants [Br:1][C:2]1[CH:3]=[C:4]([SH:9])[CH:5]=[CH:6][C:7]=1[F:8].[C:10](Cl)(=[O:14])[C:11](Cl)=[O:12].[Cl-].[Al+3].[Cl-].[Cl-], predict the reaction product. The product is: [Br:1][C:2]1[C:7]([F:8])=[CH:6][C:5]2[C:11](=[O:12])[C:10](=[O:14])[S:9][C:4]=2[CH:3]=1. (2) Given the reactants C(OC([N:8]1[CH2:13][CH2:12][N:11]([C:14]2[CH:19]=[C:18]([C:20]3[CH:25]=[CH:24][CH:23]=[C:22]([C:26]([F:29])([F:28])[F:27])[CH:21]=3)[N:17]=[C:16]([C:30]#[N:31])[N:15]=2)[CH2:10][CH2:9]1)=O)(C)(C)C.[F:32][C:33]([F:38])([F:37])[C:34]([OH:36])=[O:35], predict the reaction product. The product is: [F:32][C:33]([F:38])([F:37])[C:34]([OH:36])=[O:35].[N:11]1([C:14]2[CH:19]=[C:18]([C:20]3[CH:25]=[CH:24][CH:23]=[C:22]([C:26]([F:27])([F:28])[F:29])[CH:21]=3)[N:17]=[C:16]([C:30]#[N:31])[N:15]=2)[CH2:10][CH2:9][NH:8][CH2:13][CH2:12]1.[F:32][C:33]([F:38])([F:37])[C:34]([OH:36])=[O:35]. (3) Given the reactants [CH2:1]([N:8]([CH2:16][CH2:17][C:18]1[CH:23]=[CH:22][C:21]([S:24]([C:27]2[CH:32]=[CH:31][C:30]([O:33][C:34]3[CH:39]=[CH:38][CH:37]=[CH:36][C:35]=3[CH:40]=[O:41])=[CH:29][CH:28]=2)(=[O:26])=[O:25])=[CH:20][CH:19]=1)[C:9](=[O:15])[O:10][C:11]([CH3:14])([CH3:13])[CH3:12])[C:2]1[CH:7]=[CH:6][CH:5]=[CH:4][CH:3]=1.P([O-])(O)(O)=[O:43].[Na+].OO.Cl([O-])=O.[Na+].S([O-])([O-])=O.[Na+].[Na+].Cl, predict the reaction product. The product is: [CH2:1]([N:8]([C:9]([O:10][C:11]([CH3:12])([CH3:14])[CH3:13])=[O:15])[CH2:16][CH2:17][C:18]1[CH:23]=[CH:22][C:21]([S:24]([C:27]2[CH:28]=[CH:29][C:30]([O:33][C:34]3[CH:39]=[CH:38][CH:37]=[CH:36][C:35]=3[C:40]([OH:43])=[O:41])=[CH:31][CH:32]=2)(=[O:25])=[O:26])=[CH:20][CH:19]=1)[C:2]1[CH:3]=[CH:4][CH:5]=[CH:6][CH:7]=1.